From a dataset of Reaction yield outcomes from USPTO patents with 853,638 reactions. Predict the reaction yield, written as a fraction of the theoretical maximum amount of product (1.0 means a 100% yield; for example, 0.34 means a 34% yield). (1) The reactants are [Cl:1][C:2]1[CH:9]=[C:8]([C:10]2[N:14](C3CCCCO3)[N:13]=[CH:12][CH:11]=2)[CH:7]=[C:6]([F:21])[C:3]=1[C:4]#[N:5].Cl.CCO.C([O-])(O)=O.[Na+]. The catalyst is O. The product is [Cl:1][C:2]1[CH:9]=[C:8]([C:10]2[NH:14][N:13]=[CH:12][CH:11]=2)[CH:7]=[C:6]([F:21])[C:3]=1[C:4]#[N:5]. The yield is 0.940. (2) The reactants are N12CCCN=C1CCCCC2.Cl.[NH2:13][CH2:14][C:15]1[CH:23]=[CH:22][CH:21]=[C:20]2[C:16]=1[C:17](=[O:33])[N:18]([CH:25]1[CH2:30][CH2:29][C:28](=[O:31])[NH:27][C:26]1=[O:32])[C:19]2=[O:24].[CH3:34][N:35]1[C:39]([CH3:40])=[CH:38][C:37]([C:41](Cl)=[O:42])=[N:36]1. The catalyst is C(#N)C. The product is [O:32]=[C:26]1[CH:25]([N:18]2[C:17](=[O:33])[C:16]3[C:20](=[CH:21][CH:22]=[CH:23][C:15]=3[CH2:14][NH:13][C:41]([C:37]3[CH:38]=[C:39]([CH3:40])[N:35]([CH3:34])[N:36]=3)=[O:42])[C:19]2=[O:24])[CH2:30][CH2:29][C:28](=[O:31])[NH:27]1. The yield is 0.380. (3) The reactants are [CH2:1]([NH:8][CH2:9][C:10]([C:12]1[CH:17]=[CH:16][C:15]([O:18][CH3:19])=[CH:14][CH:13]=1)=[O:11])[C:2]1[CH:7]=[CH:6][CH:5]=[CH:4][CH:3]=1.[BH4-].[Na+]. The catalyst is CO. The product is [CH2:1]([NH:8][CH2:9][CH:10]([C:12]1[CH:13]=[CH:14][C:15]([O:18][CH3:19])=[CH:16][CH:17]=1)[OH:11])[C:2]1[CH:3]=[CH:4][CH:5]=[CH:6][CH:7]=1. The yield is 0.750. (4) The reactants are [NH2:1][CH2:2][C:3]1[N:4]=[C:5]([NH:8][C:9]([NH:11][C:12]2[CH:17]=[CH:16][C:15]([CH3:18])=[CH:14][C:13]=2[C:19]([CH:21]2[CH2:25][CH2:24][CH2:23][CH2:22]2)=[O:20])=[O:10])[S:6][CH:7]=1.[CH3:26][N:27]([CH3:32])[CH2:28][C:29](O)=[O:30]. No catalyst specified. The product is [CH:21]1([C:19]([C:13]2[CH:14]=[C:15]([CH3:18])[CH:16]=[CH:17][C:12]=2[NH:11][C:9](=[O:10])[NH:8][C:5]2[S:6][CH:7]=[C:3]([CH2:2][NH:1][C:29](=[O:30])[CH2:28][N:27]([CH3:32])[CH3:26])[N:4]=2)=[O:20])[CH2:25][CH2:24][CH2:23][CH2:22]1. The yield is 0.780. (5) The reactants are CO[C:3](OC)([N:5]([CH3:7])[CH3:6])C.[C:10]([O:13][C@@H:14]1[C@@H:27]([O:28][C:29](=[O:31])[CH3:30])[C@H:26]([O:32][C:33](=[O:35])[CH3:34])[CH2:25][S:24][C@H:15]1[O:16][C:17]1[C:18]([NH2:23])=[N:19][CH:20]=[CH:21][CH:22]=1)(=[O:12])[CH3:11]. The catalyst is C(O)C. The product is [CH3:3][N:5]([CH3:7])[CH:6]=[N:23][C:18]1[C:17]([O:16][C@@H:15]2[S:24][CH2:25][C@@H:26]([O:32][C:33](=[O:35])[CH3:34])[C@H:27]([O:28][C:29](=[O:31])[CH3:30])[C@H:14]2[O:13][C:10](=[O:12])[CH3:11])=[CH:22][CH:21]=[CH:20][N:19]=1. The yield is 0.460. (6) The reactants are [N+:1]([C:4]1[CH:5]=[C:6]([N:19]2[CH2:24][CH2:23][N:22]([C:25]([O:27][C:28]([CH3:31])([CH3:30])[CH3:29])=[O:26])[CH2:21][CH2:20]2)[CH:7]=[CH:8][C:9]=1[S:10]([C:13]1[CH:18]=[CH:17][CH:16]=[CH:15][CH:14]=1)(=[O:12])=[O:11])([O-])=O.O.NN. The catalyst is CCO.C1COCC1.[Ni]. The product is [NH2:1][C:4]1[CH:5]=[C:6]([N:19]2[CH2:20][CH2:21][N:22]([C:25]([O:27][C:28]([CH3:31])([CH3:30])[CH3:29])=[O:26])[CH2:23][CH2:24]2)[CH:7]=[CH:8][C:9]=1[S:10]([C:13]1[CH:14]=[CH:15][CH:16]=[CH:17][CH:18]=1)(=[O:11])=[O:12]. The yield is 0.990. (7) The reactants are [CH:1]([S:4]([C:7]1[CH:8]=[C:9]2[C:13](=[C:14]([O:16][CH2:17][CH2:18][C:19]3[CH:24]=[CH:23][CH:22]=[CH:21][N:20]=3)[CH:15]=1)[N:12]([CH2:25][O:26][CH3:27])[N:11]=[C:10]2[N:28]1C(=O)C2C(=CC=CC=2)C1=O)(=[O:6])=[O:5])([CH3:3])[CH3:2].O.NN. The catalyst is C(O)C. The product is [CH:1]([S:4]([C:7]1[CH:8]=[C:9]2[C:13](=[C:14]([O:16][CH2:17][CH2:18][C:19]3[CH:24]=[CH:23][CH:22]=[CH:21][N:20]=3)[CH:15]=1)[N:12]([CH2:25][O:26][CH3:27])[N:11]=[C:10]2[NH2:28])(=[O:6])=[O:5])([CH3:2])[CH3:3]. The yield is 0.600. (8) The reactants are CC1(C)C(C)(C)OB([C:9]2[CH2:10][CH2:11][O:12][CH2:13][CH:14]=2)O1.[NH2:16][C:17]1[CH:26]=[C:25](Br)[CH:24]=[CH:23][C:18]=1[C:19]([O:21][CH3:22])=[O:20].O=O. The catalyst is C1CCC(P(C2CCCCC2)C2CCCCC2)CC1.C1CCC(P(C2CCCCC2)C2CCCCC2)CC1.[Cl-].[Cl-].[Pd+2]. The product is [NH2:16][C:17]1[CH:26]=[C:25]([C:9]2[CH2:10][CH2:11][O:12][CH2:13][CH:14]=2)[CH:24]=[CH:23][C:18]=1[C:19]([O:21][CH3:22])=[O:20]. The yield is 0.610. (9) The reactants are [CH3:1][O:2][C:3]([C:5]1[C:9]([CH2:10]Br)=[C:8]([C:12]2[CH:17]=[CH:16][C:15]([O:18][Si](C(C)(C)C)(C)C)=[CH:14][CH:13]=2)[N:7]([C:26]2[CH:31]=[CH:30][C:29]([Cl:32])=[CH:28][C:27]=2[Cl:33])[N:6]=1)=[O:4].[OH2:34]. The catalyst is CC(C)=O.[N+]([O-])([O-])=O.[Ag+]. The product is [CH3:1][O:2][C:3]([C:5]1[C:9]([CH2:10][OH:34])=[C:8]([C:12]2[CH:13]=[CH:14][C:15]([OH:18])=[CH:16][CH:17]=2)[N:7]([C:26]2[CH:31]=[CH:30][C:29]([Cl:32])=[CH:28][C:27]=2[Cl:33])[N:6]=1)=[O:4]. The yield is 0.870.